From a dataset of Catalyst prediction with 721,799 reactions and 888 catalyst types from USPTO. Predict which catalyst facilitates the given reaction. (1) Reactant: [F:1][C:2]([F:13])([F:12])[C@@H:3]1[CH2:8][CH2:7][C@H:6]([C:9](O)=[O:10])[CH2:5][CH2:4]1.[H-].[Al+3].[Li+].[H-].[H-].[H-].O.[OH-].[Na+]. Product: [F:1][C:2]([F:12])([F:13])[C@@H:3]1[CH2:4][CH2:5][C@H:6]([CH2:9][OH:10])[CH2:7][CH2:8]1. The catalyst class is: 7. (2) Reactant: Cl[S:2]([CH:5]1[CH2:8][N:7]([C:9]([O:11][C:12]([CH3:15])([CH3:14])[CH3:13])=[O:10])[CH2:6]1)(=[O:4])=[O:3].[CH3:16][C:17]1[CH:24]=[CH:23][C:20]([CH2:21][NH2:22])=[CH:19][CH:18]=1. Product: [CH3:16][C:17]1[CH:24]=[CH:23][C:20]([CH2:21][NH:22][S:2]([CH:5]2[CH2:8][N:7]([C:9]([O:11][C:12]([CH3:15])([CH3:14])[CH3:13])=[O:10])[CH2:6]2)(=[O:4])=[O:3])=[CH:19][CH:18]=1. The catalyst class is: 17.